Dataset: Reaction yield outcomes from USPTO patents with 853,638 reactions. Task: Predict the reaction yield, written as a fraction of the theoretical maximum amount of product (1.0 means a 100% yield; for example, 0.34 means a 34% yield). The reactants are S(C1C=CC(C)=CC=1)([O-])(=O)=O.[Br:12][C:13]1[CH:22]=[C:21]2[C:16]([C:17](=[O:39])[N:18]([C:28]3[CH:33]=[CH:32][C:31]([O:34][C:35]([F:38])([F:37])[F:36])=[CH:30][CH:29]=3)[C:19]3([CH2:27][CH2:26][NH:25][CH2:24][CH2:23]3)[NH:20]2)=[CH:15][CH:14]=1.C(N(CC)CC)C.[CH:47]1[C:56]2[CH:55]=[CH:54][CH:53]=[C:52]([CH:57]=O)[C:51]=2[CH:50]=[CH:49][N:48]=1.C([BH3-])#N.[Na+].C(=O)([O-])[O-].[Na+].[Na+]. The catalyst is C(O)(=O)C.C(OCC)(=O)C.CO. The product is [Br:12][C:13]1[CH:22]=[C:21]2[C:16]([C:17](=[O:39])[N:18]([C:28]3[CH:29]=[CH:30][C:31]([O:34][C:35]([F:38])([F:37])[F:36])=[CH:32][CH:33]=3)[C:19]3([CH2:27][CH2:26][N:25]([CH2:57][C:52]4[CH:53]=[CH:54][CH:55]=[C:56]5[C:51]=4[CH:50]=[CH:49][N:48]=[CH:47]5)[CH2:24][CH2:23]3)[NH:20]2)=[CH:15][CH:14]=1. The yield is 0.580.